This data is from Catalyst prediction with 721,799 reactions and 888 catalyst types from USPTO. The task is: Predict which catalyst facilitates the given reaction. (1) Reactant: [CH3:1][C:2]1[C:7]([C:8]([OH:10])=[O:9])=[CH:6][N:5]=[CH:4][CH:3]=1.C([N-]C(C)C)(C)C.[Li+].C([Li])CCC.C(NC(C)C)(C)C.C1C[O:34][CH2:33][CH2:32]1. Product: [O:34]=[C:33]([CH3:32])[CH2:1][C:2]1[C:7]([C:8]([OH:10])=[O:9])=[CH:6][N:5]=[CH:4][CH:3]=1. The catalyst class is: 805. (2) Reactant: C([O-])([O-])=O.[K+].[K+].[SH:7][C:8]1[N:22]=[CH:21][CH:20]=[CH:19][C:9]=1[C:10]([NH:12][CH2:13][C:14]1[S:15][CH:16]=[CH:17][CH:18]=1)=[O:11].Cl[CH2:24][CH2:25][C:26]([C:28]1[CH:33]=[CH:32][CH:31]=[CH:30][CH:29]=1)=[O:27]. Product: [O:27]=[C:26]([C:28]1[CH:33]=[CH:32][CH:31]=[CH:30][CH:29]=1)[CH2:25][CH2:24][S:7][C:8]1[C:9]([C:10]([NH:12][CH2:13][C:14]2[S:15][CH:16]=[CH:17][CH:18]=2)=[O:11])=[CH:19][CH:20]=[CH:21][N:22]=1. The catalyst class is: 3.